From a dataset of TCR-epitope binding with 47,182 pairs between 192 epitopes and 23,139 TCRs. Binary Classification. Given a T-cell receptor sequence (or CDR3 region) and an epitope sequence, predict whether binding occurs between them. (1) Result: 1 (the TCR binds to the epitope). The TCR CDR3 sequence is CSVAGTPELYNEQFF. The epitope is KLGGALQAK. (2) The epitope is RLRAEAQVK. The TCR CDR3 sequence is CASSLTPGLPPYEQYF. Result: 1 (the TCR binds to the epitope). (3) The epitope is RQLLFVVEV. The TCR CDR3 sequence is CASSSPTSGGTDTQYF. Result: 1 (the TCR binds to the epitope). (4) The epitope is TPQDLNTML. The TCR CDR3 sequence is CASSFQGGSRHAFF. Result: 1 (the TCR binds to the epitope). (5) The TCR CDR3 sequence is CASSPDLVGGYTF. Result: 0 (the TCR does not bind to the epitope). The epitope is ALSKGVHFV.